Dataset: NCI-60 drug combinations with 297,098 pairs across 59 cell lines. Task: Regression. Given two drug SMILES strings and cell line genomic features, predict the synergy score measuring deviation from expected non-interaction effect. Drug 1: CCC1(C2=C(COC1=O)C(=O)N3CC4=CC5=C(C=CC(=C5CN(C)C)O)N=C4C3=C2)O.Cl. Drug 2: CC1C(C(CC(O1)OC2CC(CC3=C2C(=C4C(=C3O)C(=O)C5=CC=CC=C5C4=O)O)(C(=O)C)O)N)O. Synergy scores: CSS=33.7, Synergy_ZIP=-9.67, Synergy_Bliss=-15.1, Synergy_Loewe=-13.0, Synergy_HSA=-11.1. Cell line: RPMI-8226.